From a dataset of Forward reaction prediction with 1.9M reactions from USPTO patents (1976-2016). Predict the product of the given reaction. (1) Given the reactants B.C1COCC1.[Cl:7][C:8]1[CH:16]=[C:15]([S:17]([CH3:20])(=[O:19])=[O:18])[CH:14]=[CH:13][C:9]=1[C:10]([NH2:12])=O, predict the reaction product. The product is: [ClH:7].[Cl:7][C:8]1[CH:16]=[C:15]([S:17]([CH3:20])(=[O:19])=[O:18])[CH:14]=[CH:13][C:9]=1[CH2:10][NH2:12]. (2) The product is: [CH:25]([N:19]1[CH2:18][CH2:17][C:16]2[C:21](=[CH:22][CH:23]=[C:14]([O:13][CH2:12][CH2:11][CH2:10][N:5]3[CH2:6][CH2:7][CH2:8][CH2:9][CH:4]3[CH3:3])[CH:15]=2)[CH2:20]1)([CH3:27])[CH3:24]. Given the reactants Cl.Cl.[CH3:3][CH:4]1[CH2:9][CH2:8][CH2:7][CH2:6][N:5]1[CH2:10][CH2:11][CH2:12][O:13][C:14]1[CH:15]=[C:16]2[C:21](=[CH:22][CH:23]=1)[CH2:20][NH:19][CH2:18][CH2:17]2.[CH3:24][C:25]([CH3:27])=O.[BH3-]C#N.[Na+], predict the reaction product.